This data is from PAMPA (Parallel Artificial Membrane Permeability Assay) permeability data from NCATS. The task is: Regression/Classification. Given a drug SMILES string, predict its absorption, distribution, metabolism, or excretion properties. Task type varies by dataset: regression for continuous measurements (e.g., permeability, clearance, half-life) or binary classification for categorical outcomes (e.g., BBB penetration, CYP inhibition). Dataset: pampa_ncats. (1) The molecule is C1CN(CCC1C(=O)N)C2=NC(=CS2)C3=CC=CC4=CC=CC=C43. The result is 1 (high permeability). (2) The molecule is C1=CC(=C(C(=C1)N)O)CNC2=CC=C(C=C2)S(=O)(=O)NC3=NC=CS3. The result is 0 (low-to-moderate permeability). (3) The molecule is CC1=CC(=NC=C1)NC(=S)N2CC[C@H](C2)NC3=CC=CC(=C3)C(F)(F)F. The result is 1 (high permeability). (4) The drug is C[C@]1(CCCN1C2=NN3C=CC=C3C(=N2)NC4=NNC(=C4)C5CC5)C(=O)NC6=CN=C(C=C6)F. The result is 1 (high permeability). (5) The compound is COC1=CC(=CC(=C1OC)OC)C(=O)NC2CCCC3=C2NC4=C3C=CC=C4Cl. The result is 1 (high permeability). (6) The drug is CC1=C(C=C(C=C1)C2=NC3=CC=CC=C3C(=C2)C(=O)NCC4=CC=C(C=C4)S(=O)(=O)N)C. The result is 1 (high permeability).